From a dataset of Forward reaction prediction with 1.9M reactions from USPTO patents (1976-2016). Predict the product of the given reaction. (1) The product is: [CH3:13][N:14]1[CH2:19][CH2:18][CH:17]([N:10]2[C:11]3[C:7](=[CH:6][CH:5]=[C:4]([N+:1]([O-:3])=[O:2])[CH:12]=3)[CH2:8][CH2:9]2)[CH2:16][CH2:15]1. Given the reactants [N+:1]([C:4]1[CH:12]=[C:11]2[C:7]([CH2:8][CH2:9][NH:10]2)=[CH:6][CH:5]=1)([O-:3])=[O:2].[CH3:13][N:14]1[CH2:19][CH2:18][C:17](=O)[CH2:16][CH2:15]1.CC(O)=O.C([O-])(O)=O.[Na+], predict the reaction product. (2) Given the reactants Br[C:2]1[CH:3]=[C:4]([Cl:15])[CH:5]=[C:6]2[C:10]=1[NH:9][C:8]([C:11]([NH2:13])=[O:12])=[C:7]2[CH3:14].[F:16][C:17]1[CH:22]=[C:21]([F:23])[CH:20]=[CH:19][C:18]=1B(O)O, predict the reaction product. The product is: [Cl:15][C:4]1[CH:5]=[C:6]2[C:10](=[C:2]([C:20]3[CH:19]=[CH:18][C:17]([F:16])=[CH:22][C:21]=3[F:23])[CH:3]=1)[NH:9][C:8]([C:11]([NH2:13])=[O:12])=[C:7]2[CH3:14]. (3) Given the reactants [CH2:1]([O:4][C:5](=[O:40])[C@@H:6]([NH:32][C:33]([O:35][C:36]([CH3:39])([CH3:38])[CH3:37])=[O:34])[CH2:7][C:8]1[CH:31]=[CH:30][C:11]([O:12][C:13]([NH:15][CH2:16][CH2:17][C@H:18]([NH:22][C:23]([O:25][C:26]([CH3:29])([CH3:28])[CH3:27])=[O:24])[C:19](O)=[O:20])=[O:14])=[CH:10][CH:9]=1)[CH:2]=[CH2:3].[C:41]([S:60][CH2:61][C@@H:62]([C:64]([NH:66][CH2:67][C:68]([NH2:70])=[O:69])=[O:65])[NH2:63])([C:54]1[CH:59]=[CH:58][CH:57]=[CH:56][CH:55]=1)([C:48]1[CH:53]=[CH:52][CH:51]=[CH:50][CH:49]=1)[C:42]1[CH:47]=[CH:46][CH:45]=[CH:44][CH:43]=1.C(N(CC)C(C)C)(C)C.CN(C(ON1N=NC2C=CC=NC1=2)=[N+](C)C)C.F[P-](F)(F)(F)(F)F, predict the reaction product. The product is: [CH2:1]([O:4][C:5](=[O:40])[C@@H:6]([NH:32][C:33]([O:35][C:36]([CH3:39])([CH3:38])[CH3:37])=[O:34])[CH2:7][C:8]1[CH:9]=[CH:10][C:11]([O:12][C:13]([NH:15][CH2:16][CH2:17][C@H:18]([NH:22][C:23]([O:25][C:26]([CH3:29])([CH3:28])[CH3:27])=[O:24])[C:19]([NH:63][C@H:62]([C:64]([NH:66][CH2:67][C:68]([NH2:70])=[O:69])=[O:65])[CH2:61][S:60][C:41]([C:42]2[CH:47]=[CH:46][CH:45]=[CH:44][CH:43]=2)([C:48]2[CH:53]=[CH:52][CH:51]=[CH:50][CH:49]=2)[C:54]2[CH:55]=[CH:56][CH:57]=[CH:58][CH:59]=2)=[O:20])=[O:14])=[CH:30][CH:31]=1)[CH:2]=[CH2:3]. (4) Given the reactants C(Cl)(=O)C(Cl)=O.CS(C)=O.[OH:11][CH2:12][CH2:13][N:14]1[CH2:19][CH2:18][N:17]([C:20]2[CH:21]=[C:22]3[C:26](=[CH:27][CH:28]=2)[N:25]([CH2:29][C:30]2[CH:35]=[CH:34][C:33]([O:36][CH3:37])=[CH:32][CH:31]=2)[C:24](=[O:38])[C:23]23[O:42][CH2:41][CH2:40][O:39]2)[CH2:16][CH2:15]1.CCN(CC)CC, predict the reaction product. The product is: [CH3:37][O:36][C:33]1[CH:32]=[CH:31][C:30]([CH2:29][N:25]2[C:26]3[C:22](=[CH:21][C:20]([N:17]4[CH2:16][CH2:15][N:14]([CH2:13][CH:12]=[O:11])[CH2:19][CH2:18]4)=[CH:28][CH:27]=3)[C:23]3([O:39][CH2:40][CH2:41][O:42]3)[C:24]2=[O:38])=[CH:35][CH:34]=1. (5) Given the reactants [C:1]([N:8]1[CH2:13][CH2:12][CH2:11][CH:10]([C:14]([OH:16])=[O:15])[CH2:9]1)([O:3][C:4]([CH3:7])([CH3:6])[CH3:5])=[O:2].[C:17](=O)([O-])[O-].[K+].[K+].IC, predict the reaction product. The product is: [CH3:17][O:15][C:14]([CH:10]1[CH2:11][CH2:12][CH2:13][N:8]([C:1]([O:3][C:4]([CH3:7])([CH3:6])[CH3:5])=[O:2])[CH2:9]1)=[O:16]. (6) Given the reactants C(O[C:6]([C:8]1[N:9]=[CH:10][C:11]2[C:16]([C:17]=1[OH:18])=[CH:15][C:14]([O:19][C:20]1[CH:25]=[CH:24][CH:23]=[CH:22][CH:21]=1)=[CH:13][CH:12]=2)=[O:7])CCC.[NH2:26][CH2:27][CH2:28][C:29]([OH:31])=[O:30], predict the reaction product. The product is: [OH:18][C:17]1[C:16]2[C:11](=[CH:12][CH:13]=[C:14]([O:19][C:20]3[CH:25]=[CH:24][CH:23]=[CH:22][CH:21]=3)[CH:15]=2)[CH:10]=[N:9][C:8]=1[C:6]([NH:26][CH2:27][CH2:28][C:29]([OH:31])=[O:30])=[O:7]. (7) Given the reactants [CH3:1][C:2]([O:5][C:6]([N:8]1[CH2:11][CH:10]([CH2:12][C:13]([OH:15])=[O:14])[CH2:9]1)=[O:7])([CH3:4])[CH3:3].Cl.CN(C)[CH2:19][CH2:20]CN=C=NCC.C(O)C, predict the reaction product. The product is: [CH2:19]([O:14][C:13](=[O:15])[CH2:12][CH:10]1[CH2:11][N:8]([C:6]([O:5][C:2]([CH3:1])([CH3:3])[CH3:4])=[O:7])[CH2:9]1)[CH3:20].